This data is from Catalyst prediction with 721,799 reactions and 888 catalyst types from USPTO. The task is: Predict which catalyst facilitates the given reaction. Reactant: [ClH:1].C(OCC)C.[F:7][CH2:8][CH:9]1[CH2:12][N:11]([CH2:13][CH2:14][O:15][C:16]2[CH:21]=[CH:20][C:19]([C@H:22]3[C:31]([C:32]4[CH:37]=[CH:36][CH:35]=[C:34]([OH:38])[CH:33]=4)=[C:30]([CH3:39])[C:29]4[C:24](=[CH:25][CH:26]=[C:27]([OH:40])[CH:28]=4)[O:23]3)=[CH:18][CH:17]=2)[CH2:10]1. Product: [ClH:1].[F:7][CH2:8][CH:9]1[CH2:10][N:11]([CH2:13][CH2:14][O:15][C:16]2[CH:21]=[CH:20][C:19]([C@H:22]3[C:31]([C:32]4[CH:37]=[CH:36][CH:35]=[C:34]([OH:38])[CH:33]=4)=[C:30]([CH3:39])[C:29]4[C:24](=[CH:25][CH:26]=[C:27]([OH:40])[CH:28]=4)[O:23]3)=[CH:18][CH:17]=2)[CH2:12]1. The catalyst class is: 13.